From a dataset of Forward reaction prediction with 1.9M reactions from USPTO patents (1976-2016). Predict the product of the given reaction. The product is: [ClH:35].[N:5]1[CH:6]=[CH:7][C:2]([NH:1][C:12]2[N:13]=[CH:14][C:15]3[CH:21]=[C:20]([C:22]4[CH:23]=[C:24]([O:30][CH3:31])[CH:25]=[C:26]([O:28][CH3:29])[CH:27]=4)[C:19](=[O:32])[N:18]([CH2:33][CH3:34])[C:16]=3[N:17]=2)=[CH:3][CH:4]=1. Given the reactants [NH2:1][C:2]1[CH:7]=[CH:6][N:5]=[CH:4][CH:3]=1.[H-].[Li+].CS[C:12]1[N:13]=[CH:14][C:15]2[CH:21]=[C:20]([C:22]3[CH:27]=[C:26]([O:28][CH3:29])[CH:25]=[C:24]([O:30][CH3:31])[CH:23]=3)[C:19](=[O:32])[N:18]([CH2:33][CH3:34])[C:16]=2[N:17]=1.[ClH:35], predict the reaction product.